Dataset: Full USPTO retrosynthesis dataset with 1.9M reactions from patents (1976-2016). Task: Predict the reactants needed to synthesize the given product. Given the product [F:25][C:26]1[CH:31]=[CH:30][C:29]([C:32]2[O:46][C:35]3=[N:36][C:37]([NH:41][S:42]([CH3:45])(=[O:44])=[O:43])=[C:38]([C:2]([CH3:3])=[CH2:1])[CH:39]=[C:34]3[C:33]=2[C:47]([NH:49][CH3:50])=[O:48])=[CH:28][CH:27]=1, predict the reactants needed to synthesize it. The reactants are: [CH2:1]=[C:2]([Mg]Br)[CH3:3].B(OC(C)C)(OC(C)C)OC(C)C.C([O-])([O-])=O.[K+].[K+].[F:25][C:26]1[CH:31]=[CH:30][C:29]([C:32]2[O:46][C:35]3=[N:36][C:37]([NH:41][S:42]([CH3:45])(=[O:44])=[O:43])=[C:38](I)[CH:39]=[C:34]3[C:33]=2[C:47]([NH:49][CH3:50])=[O:48])=[CH:28][CH:27]=1.